Dataset: Forward reaction prediction with 1.9M reactions from USPTO patents (1976-2016). Task: Predict the product of the given reaction. (1) Given the reactants [C:1]([CH2:4][NH:5][C:6]1[CH:11]=[CH:10][C:9]([C:12]([C:14]2[CH:22]=[CH:21][CH:20]=[CH:19][C:15]=2[C:16]([OH:18])=[O:17])=[O:13])=[CH:8][C:7]=1[N+:23]([O-:25])=[O:24])([OH:3])=[O:2].C(=O)([O-])[O-].[K+].[K+].[CH2:32](Br)[C:33]1[CH:38]=[CH:37][CH:36]=[CH:35][CH:34]=1, predict the reaction product. The product is: [N+:23]([C:7]1[CH:8]=[C:9]([C:12]([C:14]2[CH:22]=[CH:21][CH:20]=[CH:19][C:15]=2[C:16]([O:18][CH2:12][C:9]2[CH:10]=[CH:11][CH:6]=[CH:7][CH:8]=2)=[O:17])=[O:13])[CH:10]=[CH:11][C:6]=1[NH:5][CH2:4][C:1](=[O:3])[O:2][CH2:32][C:33]1[CH:38]=[CH:37][CH:36]=[CH:35][CH:34]=1)([O-:25])=[O:24]. (2) Given the reactants Br[C:2]1[C:6]2[N:7]=[C:8](Cl)[N:9]=[C:10]([N:11]3[CH2:16][CH2:15][O:14][CH2:13][CH2:12]3)[C:5]=2[S:4][CH:3]=1.[C:18]([NH:21][C:22]1[CH:23]=[C:24](B(O)O)[CH:25]=[CH:26][CH:27]=1)(=[O:20])[CH3:19].CC1(C)C(C)(C)OB([C:39]2[CH:40]=[N:41][C:42]([NH2:45])=[N:43][CH:44]=2)O1, predict the reaction product. The product is: [NH2:45][C:42]1[N:43]=[CH:44][C:39]([C:8]2[N:9]=[C:10]([N:11]3[CH2:16][CH2:15][O:14][CH2:13][CH2:12]3)[C:5]3[S:4][CH:3]=[C:2]([C:26]4[CH:27]=[C:22]([NH:21][C:18](=[O:20])[CH3:19])[CH:23]=[CH:24][CH:25]=4)[C:6]=3[N:7]=2)=[CH:40][N:41]=1. (3) Given the reactants [CH2:1]([O:8][C:9]1[C:10]([C:30](O)=[O:31])=[N:11][C:12]([CH2:16][C:17]2([C:22]3[CH:27]=[C:26]([Cl:28])[CH:25]=[CH:24][C:23]=3[Cl:29])[CH2:21][CH2:20][CH2:19][CH2:18]2)=[N:13][C:14]=1[OH:15])[C:2]1[CH:7]=[CH:6][CH:5]=[CH:4][CH:3]=1.[Si:33]([O:40][CH2:41][CH2:42][NH:43][CH:44]([CH3:46])[CH3:45])([C:36]([CH3:39])([CH3:38])[CH3:37])([CH3:35])[CH3:34].O=P(Cl)(Cl)Cl.C([O-])(O)=O.[Na+], predict the reaction product. The product is: [Si:33]([O:40][CH2:41][CH2:42][N:43]([CH:44]([CH3:46])[CH3:45])[C:30]([C:10]1[C:9]([O:8][CH2:1][C:2]2[CH:3]=[CH:4][CH:5]=[CH:6][CH:7]=2)=[C:14]([OH:15])[N:13]=[C:12]([CH2:16][C:17]2([C:22]3[CH:27]=[C:26]([Cl:28])[CH:25]=[CH:24][C:23]=3[Cl:29])[CH2:21][CH2:20][CH2:19][CH2:18]2)[N:11]=1)=[O:31])([C:36]([CH3:39])([CH3:38])[CH3:37])([CH3:35])[CH3:34]. (4) Given the reactants [F:1][C:2]1[CH:3]=[CH:4][C:5]([N:8]2[CH:12]=[C:11](/[CH:13]=[C:14](/[N+:16]([O-])=O)\[CH3:15])[CH:10]=[N:9]2)=[N:6][CH:7]=1, predict the reaction product. The product is: [F:1][C:2]1[CH:3]=[CH:4][C:5]([N:8]2[CH:12]=[C:11]([CH2:13][CH:14]([NH2:16])[CH3:15])[CH:10]=[N:9]2)=[N:6][CH:7]=1. (5) Given the reactants Br[C:2]1[C:3](=[O:10])[N:4]([CH3:9])[N:5]=[C:6]([Cl:8])[CH:7]=1.[NH2:11][C:12]1[N:17]=[CH:16][C:15]([CH:18]2[CH2:23][CH2:22][N:21]([C:24]([O:26][C:27]([CH3:30])([CH3:29])[CH3:28])=[O:25])[CH2:20][CH2:19]2)=[CH:14][CH:13]=1.C1(P(C2C=CC=CC=2)C2C3OC4C(=CC=CC=4P(C4C=CC=CC=4)C4C=CC=CC=4)C(C)(C)C=3C=CC=2)C=CC=CC=1.C(=O)([O-])[O-].[Cs+].[Cs+], predict the reaction product. The product is: [Cl:8][C:6]1[CH:7]=[C:2]([NH:11][C:12]2[N:17]=[CH:16][C:15]([CH:18]3[CH2:23][CH2:22][N:21]([C:24]([O:26][C:27]([CH3:30])([CH3:29])[CH3:28])=[O:25])[CH2:20][CH2:19]3)=[CH:14][CH:13]=2)[C:3](=[O:10])[N:4]([CH3:9])[N:5]=1. (6) Given the reactants [OH:1][C:2]1[CH:3]=[C:4]([CH:9]=[CH:10][CH:11]=1)[C:5]([O:7][CH3:8])=[O:6].Cl[C:13]1[N:18]=[CH:17][CH:16]=[CH:15][N:14]=1.C(=O)([O-])[O-].[K+].[K+].C(OCC)(=O)C, predict the reaction product. The product is: [N:14]1[CH:15]=[CH:16][CH:17]=[N:18][C:13]=1[O:1][C:2]1[CH:3]=[C:4]([CH:9]=[CH:10][CH:11]=1)[C:5]([O:7][CH3:8])=[O:6]. (7) Given the reactants FC1C(N2CCNCC2)=CC2NC=C3C(=O)N(C4C=CC=CC=4)N=C3C=2C=1.F[C:29]1[C:30]([F:49])=[CH:31][C:32]2[C:33]3[C:34]([C:39](=[O:48])[N:40]([C:42]4[CH:47]=[CH:46][CH:45]=[CH:44][CH:43]=4)[N:41]=3)=[CH:35][NH:36][C:37]=2[CH:38]=1.[CH3:50][CH:51]1[O:56][CH:55]([CH3:57])[CH2:54][NH:53][CH2:52]1, predict the reaction product. The product is: [CH3:57][CH:55]1[O:56][CH:51]([CH3:50])[CH2:52][N:53]([C:29]2[C:30]([F:49])=[CH:31][C:32]3[C:33]4[C:34]([C:39](=[O:48])[N:40]([C:42]5[CH:47]=[CH:46][CH:45]=[CH:44][CH:43]=5)[N:41]=4)=[CH:35][NH:36][C:37]=3[CH:38]=2)[CH2:54]1.